From a dataset of Peptide-MHC class I binding affinity with 185,985 pairs from IEDB/IMGT. Regression. Given a peptide amino acid sequence and an MHC pseudo amino acid sequence, predict their binding affinity value. This is MHC class I binding data. (1) The peptide sequence is GGNSSWPW. The MHC is Mamu-B3901 with pseudo-sequence Mamu-B3901. The binding affinity (normalized) is 0.465. (2) The peptide sequence is FRDYVDRFYK. The MHC is HLA-A02:06 with pseudo-sequence HLA-A02:06. The binding affinity (normalized) is 0. (3) The peptide sequence is HHYSQAAVL. The MHC is HLA-A68:02 with pseudo-sequence HLA-A68:02. The binding affinity (normalized) is 0.0847. (4) The peptide sequence is FRYNGLIHR. The MHC is HLA-B14:02 with pseudo-sequence HLA-B14:02. The binding affinity (normalized) is 0. (5) The peptide sequence is SVFQGALFA. The MHC is HLA-A02:01 with pseudo-sequence HLA-A02:01. The binding affinity (normalized) is 0.303. (6) The peptide sequence is FLGKIWPSYK. The MHC is HLA-A02:03 with pseudo-sequence HLA-A02:03. The binding affinity (normalized) is 0.490. (7) The peptide sequence is TSSARSSEW. The MHC is HLA-A02:16 with pseudo-sequence HLA-A02:16. The binding affinity (normalized) is 0.0847. (8) The peptide sequence is LQFGFGWFS. The MHC is HLA-A02:02 with pseudo-sequence HLA-A02:02. The binding affinity (normalized) is 0.452. (9) The peptide sequence is AQQFCQYLI. The binding affinity (normalized) is 0.00188. The MHC is HLA-A26:01 with pseudo-sequence HLA-A26:01. (10) The peptide sequence is KLCPVQLWV. The MHC is HLA-A02:01 with pseudo-sequence HLA-A02:01. The binding affinity (normalized) is 0.556.